Regression. Given a peptide amino acid sequence and an MHC pseudo amino acid sequence, predict their binding affinity value. This is MHC class I binding data. From a dataset of Peptide-MHC class I binding affinity with 185,985 pairs from IEDB/IMGT. The peptide sequence is YSGFMPKCSKV. The MHC is Mamu-A02 with pseudo-sequence Mamu-A02. The binding affinity (normalized) is 0.220.